Dataset: Experimentally validated miRNA-target interactions with 360,000+ pairs, plus equal number of negative samples. Task: Binary Classification. Given a miRNA mature sequence and a target amino acid sequence, predict their likelihood of interaction. (1) The miRNA is hsa-miR-99b-3p with sequence CAAGCUCGUGUCUGUGGGUCCG. The protein sequence of the target gene is MNLELLESFGQNYPEEADGTLDCISMALTCTFNRWGTLLAVGCNDGRIVIWDFLTRGIAKIISAHIHPVCSLCWSRDGHKLVSASTDNIVSQWDVLSGDCDQRFRFPSPILKVQYHPRDQNKVLVCPMKSAPVMLTLSDSKHVVLPVDDDSDLNVVASFDRRGEYIYTGNAKGKILVLKTDSQDLVASFRVTTGTSNTTAIKSIEFARKGSCFLINTADRIIRVYDGREILTCGRDGEPEPMQKLQDLVNRTPWKKCCFSGDGEYIVAGSARQHALYIWEKSIGNLVKILHGTRGELLLD.... Result: 0 (no interaction). (2) The miRNA is hsa-miR-17-5p with sequence CAAAGUGCUUACAGUGCAGGUAG. The protein sequence of the target gene is MPGSAAKGSELSERIESFVETLKRGGGPRSSEEMARETLGLLRQIITDHRWSNAGELMELIRREGRRMTAAQPSETTVGNMVRRVLKIIREEYGRLHGRSDESDQQESLHKLLTSGGLNEDFSFHYAQLQSNIIEAINELLVELEGTMENIAAQALEHIHSNEVIMTIGFSRTVEAFLKEAARKRKFHVIVAECAPFCQGHEMAVNLSKAGIETTVMTDAAIFAVMSRVNKVIIGTKTILANGALRAVTGTHTLALAAKHHSTPLIVCAPMFKLSPQFPNEEDSFHKFVAPEEVLPFTEG.... Result: 1 (interaction). (3) The miRNA is hsa-miR-4452 with sequence UUGAAUUCUUGGCCUUAAGUGAU. The protein sequence of the target gene is MWTVQNRESLGLLSFPVMITMVCCAHSTNEPSNMSYVKETVDRLLKGYDIRLRPDFGGPPVDVGMRIDVASIDMVSEVNMDYTLTMYFQQSWKDKRLSYSGIPLNLTLDNRVADQLWVPDTYFLNDKKSFVHGVTVKNRMIRLHPDGTVLYGLRITTTAACMMDLRRYPLDEQNCTLEIESYGYTTDDIEFYWNGGEGAVTGVNKIELPQFSIVDYKMVSKKVEFTTGAYPRLSLSFRLKRNIGYFILQTYMPSTLITILSWVSFWINYDASAARVALGITTVLTMTTISTHLRETLPKI.... Result: 1 (interaction).